This data is from Peptide-MHC class I binding affinity with 185,985 pairs from IEDB/IMGT. The task is: Regression. Given a peptide amino acid sequence and an MHC pseudo amino acid sequence, predict their binding affinity value. This is MHC class I binding data. (1) The peptide sequence is LVAPHMAMM. The MHC is HLA-A11:01 with pseudo-sequence HLA-A11:01. The binding affinity (normalized) is 0.0847. (2) The peptide sequence is CSSLTEEFY. The MHC is HLA-A26:01 with pseudo-sequence HLA-A26:01. The binding affinity (normalized) is 0.183. (3) The peptide sequence is TAPDNLGYA. The MHC is H-2-Db with pseudo-sequence H-2-Db. The binding affinity (normalized) is 0.824. (4) The peptide sequence is LQQCFSDL. The MHC is H-2-Db with pseudo-sequence H-2-Db. The binding affinity (normalized) is 0. (5) The peptide sequence is RPFNNILNL. The MHC is HLA-B44:02 with pseudo-sequence HLA-B44:02. The binding affinity (normalized) is 0. (6) The peptide sequence is GLIQYPTAW. The MHC is HLA-A26:01 with pseudo-sequence HLA-A26:01. The binding affinity (normalized) is 0.0847.